This data is from Full USPTO retrosynthesis dataset with 1.9M reactions from patents (1976-2016). The task is: Predict the reactants needed to synthesize the given product. (1) Given the product [CH:39]1([O:38][C:37]([O:45][CH:46]([O:23][C:22]([C:17]2[C:16]3[CH:15]=[C:14]([C:25](=[O:36])[NH:26][CH:27]4[CH2:32][CH2:31][N:30]([CH:33]([CH3:34])[CH3:35])[CH2:29][CH2:28]4)[N:13]([CH2:12][C:9]4[CH:8]=[C:7]([C:5]5[S:6][C:2]([Cl:1])=[CH:3][CH:4]=5)[O:11][N:10]=4)[C:21]=3[CH:20]=[CH:19][CH:18]=2)=[O:24])[CH3:47])=[O:49])[CH2:44][CH2:43][CH2:42][CH2:41][CH2:40]1, predict the reactants needed to synthesize it. The reactants are: [Cl:1][C:2]1[S:6][C:5]([C:7]2[O:11][N:10]=[C:9]([CH2:12][N:13]3[C:21]4[CH:20]=[CH:19][CH:18]=[C:17]([C:22]([OH:24])=[O:23])[C:16]=4[CH:15]=[C:14]3[C:25](=[O:36])[NH:26][CH:27]3[CH2:32][CH2:31][N:30]([CH:33]([CH3:35])[CH3:34])[CH2:29][CH2:28]3)[CH:8]=2)=[CH:4][CH:3]=1.[C:37](=[O:49])([O:45][CH:46](Cl)[CH3:47])[O:38][CH:39]1[CH2:44][CH2:43][CH2:42][CH2:41][CH2:40]1. (2) Given the product [CH2:3]([N:10]([CH3:16])[CH2:11][CH2:12][CH:13]([OH:15])[CH3:14])[C:4]1[CH:9]=[CH:8][CH:7]=[CH:6][CH:5]=1, predict the reactants needed to synthesize it. The reactants are: [BH4-].[Na+].[CH2:3]([N:10]([CH3:16])[CH2:11][CH2:12][C:13](=[O:15])[CH3:14])[C:4]1[CH:9]=[CH:8][CH:7]=[CH:6][CH:5]=1.O. (3) Given the product [F:21][C:19]1[CH:18]=[CH:17][C:16]([C:22]([F:25])([F:23])[F:24])=[C:15]([CH:20]=1)[C:14]([N:12]1[CH2:11][CH2:10][N:9]([C:27](=[O:43])[CH2:28][NH:29][C:30]([C:32]2[CH:36]=[C:35]([C:37]3[CH:42]=[CH:41][CH:40]=[CH:39][CH:38]=3)[NH:34][N:33]=2)=[O:31])[CH:8]([C:6]([OH:7])=[O:5])[CH2:13]1)=[O:26], predict the reactants needed to synthesize it. The reactants are: O[Li].O.C[O:5][C:6]([CH:8]1[CH2:13][N:12]([C:14](=[O:26])[C:15]2[CH:20]=[C:19]([F:21])[CH:18]=[CH:17][C:16]=2[C:22]([F:25])([F:24])[F:23])[CH2:11][CH2:10][N:9]1[C:27](=[O:43])[CH2:28][NH:29][C:30]([C:32]1[CH:36]=[C:35]([C:37]2[CH:42]=[CH:41][CH:40]=[CH:39][CH:38]=2)[NH:34][N:33]=1)=[O:31])=[O:7].O.Cl. (4) Given the product [CH2:19]([CH:5]([C@@H:6]([C@H:8]([C@@H:10]([C@@H:12]([CH2:14][OH:15])[OH:13])[OH:11])[OH:9])[OH:7])[OH:4])[CH:18]=[CH2:17], predict the reactants needed to synthesize it. The reactants are: C(O)C.[O:4]=[CH:5][C@@H:6]([C@H:8]([C@@H:10]([C@@H:12]([CH2:14][OH:15])[OH:13])[OH:11])[OH:9])[OH:7].[Sn].[CH2:17](Br)[CH:18]=[CH2:19].